From a dataset of Catalyst prediction with 721,799 reactions and 888 catalyst types from USPTO. Predict which catalyst facilitates the given reaction. (1) Reactant: Cl.[CH2:2]([O:4][C:5]([C@@H:7]1[CH2:11][C@@H:10]([OH:12])[CH2:9][NH:8]1)=[O:6])[CH3:3].[CH3:13][C:14]([O:17][C:18](O[C:18]([O:17][C:14]([CH3:16])([CH3:15])[CH3:13])=[O:19])=[O:19])([CH3:16])[CH3:15]. Product: [CH3:3][CH2:2][O:4][C:5]([C@@H:7]1[CH2:11][C@@H:10]([OH:12])[CH2:9][N:8]1[C:18]([O:17][C:14]([CH3:16])([CH3:15])[CH3:13])=[O:19])=[O:6]. The catalyst class is: 74. (2) Reactant: Cl[C:2]1[N:7]=[C:6]([C:8]2[C:9]([C:17]3[CH:18]=[C:19]([NH:23][C:24](=[O:33])[C:25]4[C:30]([F:31])=[CH:29][CH:28]=[CH:27][C:26]=4[F:32])[CH:20]=[CH:21][CH:22]=3)=[N:10][N:11]3[CH:16]=[CH:15][CH:14]=[CH:13][C:12]=23)[CH:5]=[CH:4][N:3]=1.[CH3:34][O:35][C:36]1[CH:41]=[CH:40][C:39]([NH2:42])=[CH:38][C:37]=1[N:43]1[CH2:48][CH2:47][N:46]([CH3:49])[CH2:45][CH2:44]1.Cl. Product: [F:32][C:26]1[CH:27]=[CH:28][CH:29]=[C:30]([F:31])[C:25]=1[C:24]([NH:23][C:19]1[CH:20]=[CH:21][CH:22]=[C:17]([C:9]2[C:8]([C:6]3[CH:5]=[CH:4][N:3]=[C:2]([NH:42][C:39]4[CH:40]=[CH:41][C:36]([O:35][CH3:34])=[C:37]([N:43]5[CH2:44][CH2:45][N:46]([CH3:49])[CH2:47][CH2:48]5)[CH:38]=4)[N:7]=3)=[C:12]3[CH:13]=[CH:14][CH:15]=[CH:16][N:11]3[N:10]=2)[CH:18]=1)=[O:33]. The catalyst class is: 32. (3) Reactant: [Br:1][C:2]1[CH:3]=[C:4]2[C:9](=[CH:10][CH:11]=1)[CH:8]=[C:7]([OH:12])[CH:6]=[CH:5]2.Cl.Cl[CH2:15][CH2:16][N:17]1[CH2:22][CH2:21][O:20][CH2:19][CH2:18]1.C(=O)([O-])[O-].[K+].[K+]. Product: [Br:1][C:2]1[CH:3]=[C:4]2[C:9](=[CH:10][CH:11]=1)[CH:8]=[C:7]([O:12][CH2:15][CH2:16][N:17]1[CH2:22][CH2:21][O:20][CH2:19][CH2:18]1)[CH:6]=[CH:5]2. The catalyst class is: 39. (4) Product: [F:26][C:25]([F:27])([F:28])[C:21]1[CH:20]=[C:19]([C:17]2[N:1]=[C:2]([CH2:3][C:4]3[CH:13]=[CH:12][C:7]([C:8]([O:10][CH3:11])=[O:9])=[CH:6][CH:5]=3)[S:14][CH:16]=2)[CH:24]=[CH:23][CH:22]=1. Reactant: [NH2:1][C:2](=[S:14])[CH2:3][C:4]1[CH:13]=[CH:12][C:7]([C:8]([O:10][CH3:11])=[O:9])=[CH:6][CH:5]=1.Br[CH2:16][C:17]([C:19]1[CH:24]=[CH:23][CH:22]=[C:21]([C:25]([F:28])([F:27])[F:26])[CH:20]=1)=O. The catalyst class is: 8. (5) Reactant: [OH:1][C:2]1[C:3]2[N:4]([C:8]([C:12]([O:14][CH2:15][CH3:16])=[O:13])=[C:9]([CH3:11])[N:10]=2)[CH:5]=[CH:6][CH:7]=1.[F:17][C:18]1[C:25]([F:26])=[CH:24][CH:23]=[CH:22][C:19]=1[CH2:20]Br.C(=O)([O-])[O-].[K+].[K+].O. Product: [F:17][C:18]1[C:25]([F:26])=[CH:24][CH:23]=[CH:22][C:19]=1[CH2:20][O:1][C:2]1[C:3]2[N:4]([C:8]([C:12]([O:14][CH2:15][CH3:16])=[O:13])=[C:9]([CH3:11])[N:10]=2)[CH:5]=[CH:6][CH:7]=1. The catalyst class is: 9. (6) Reactant: I[C:2]1[C:10]2[C:5](=[N:6][CH:7]=[CH:8][CH:9]=2)[N:4]([Si:11]([CH:18]([CH3:20])[CH3:19])([CH:15]([CH3:17])[CH3:16])[CH:12]([CH3:14])[CH3:13])[CH:3]=1.C([Mg]Cl)(C)C.[C:26]([O:30][C:31](=[O:49])[N:32]([CH2:41][C:42]1[CH:47]=[CH:46][C:45]([Cl:48])=[CH:44][CH:43]=1)[C:33]1[S:34][C:35]([CH:39]=[O:40])=[C:36]([Cl:38])[N:37]=1)([CH3:29])([CH3:28])[CH3:27].O. Product: [C:26]([O:30][C:31](=[O:49])[N:32]([CH2:41][C:42]1[CH:47]=[CH:46][C:45]([Cl:48])=[CH:44][CH:43]=1)[C:33]1[S:34][C:35]([CH:39]([OH:40])[C:2]2[C:10]3[C:5](=[N:6][CH:7]=[CH:8][CH:9]=3)[N:4]([Si:11]([CH:18]([CH3:20])[CH3:19])([CH:15]([CH3:17])[CH3:16])[CH:12]([CH3:14])[CH3:13])[CH:3]=2)=[C:36]([Cl:38])[N:37]=1)([CH3:29])([CH3:27])[CH3:28]. The catalyst class is: 7. (7) Reactant: [NH2:1][C:2]1[C:3]([Cl:21])=[CH:4][C:5]([F:20])=[C:6]([CH:19]=1)[C:7]([O:9]N1C2C=CC=CC=2N=N1)=O.[Cl:22][C:23]1[CH:24]=[C:25]([CH2:29][NH2:30])[CH:26]=[CH:27][CH:28]=1.C(N(CC)CC)C.CN(C)C=O. Product: [NH2:1][C:2]1[C:3]([Cl:21])=[CH:4][C:5]([F:20])=[C:6]([CH:19]=1)[C:7]([NH:30][CH2:29][C:25]1[CH:26]=[CH:27][CH:28]=[C:23]([Cl:22])[CH:24]=1)=[O:9]. The catalyst class is: 4.